This data is from Reaction yield outcomes from USPTO patents with 853,638 reactions. The task is: Predict the reaction yield, written as a fraction of the theoretical maximum amount of product (1.0 means a 100% yield; for example, 0.34 means a 34% yield). (1) The reactants are [F:1][C:2]1[CH:3]=[C:4]([CH:22]=[CH:23][C:24]=1[F:25])[CH2:5][O:6][C:7]1[CH:16]=[C:15]2[C:10]([CH:11]=[C:12]([C:17](OCC)=[O:18])[CH:13]=[N:14]2)=[N:9][CH:8]=1.OC1C=C2C(C=C(C(OCC)=O)C=N2)=NC=1.C([O-])([O-])=O.[Cs+].[Cs+].FC1C=C(C=CC=1F)CBr. The catalyst is CN(C=O)C.O.CCOC(C)=O. The product is [F:1][C:2]1[CH:3]=[C:4]([CH:22]=[CH:23][C:24]=1[F:25])[CH2:5][O:6][C:7]1[CH:16]=[C:15]2[C:10]([CH:11]=[C:12]([CH2:17][OH:18])[CH:13]=[N:14]2)=[N:9][CH:8]=1. The yield is 0.640. (2) The reactants are [Cl:1][C:2]1[C:11]2[C:6](=[CH:7][C:8]([F:13])=[CH:9][C:10]=2[F:12])[N:5]=[C:4]([C:14]2[CH:15]=[N:16][C:17](F)=[CH:18][CH:19]=2)[C:3]=1[CH3:21].[NH:22]1[CH2:26][CH2:25][CH2:24][CH2:23]1.C(=O)([O-])[O-].[K+].[K+].O. The catalyst is CN(C=O)C. The product is [Cl:1][C:2]1[C:11]2[C:6](=[CH:7][C:8]([F:13])=[CH:9][C:10]=2[F:12])[N:5]=[C:4]([C:14]2[CH:15]=[N:16][C:17]([N:22]3[CH2:26][CH2:25][CH2:24][CH2:23]3)=[CH:18][CH:19]=2)[C:3]=1[CH3:21]. The yield is 0.386. (3) The reactants are [N:1]1[C:8]([Cl:9])=[N:7][C:5]([Cl:6])=[N:4][C:2]=1Cl.[NH2:10][C:11]1[CH:16]=[CH:15][C:14]([OH:17])=[C:13]([Cl:18])[CH:12]=1. The catalyst is CC(C)=O. The product is [Cl:18][C:13]1[CH:12]=[C:11]([NH:10][C:2]2[N:1]=[C:8]([Cl:9])[N:7]=[C:5]([Cl:6])[N:4]=2)[CH:16]=[CH:15][C:14]=1[OH:17]. The yield is 0.990. (4) The reactants are C(N(CC)CC)C.[C:8]([O:11][CH2:12][CH2:13][C:14]1[CH:15]=[CH:16][CH:17]=[C:18]2[C:22]=1[N:21](C(OC(C)(C)C)=O)[CH:20]=[C:19]2[CH:30]=[O:31])(=[O:10])[CH3:9].[F:32][C:33]1[CH:34]=[C:35]([CH:39]=[N:40][C:41]2[CH:42]=[N:43][CH:44]=[C:45]([O:47][CH3:48])[CH:46]=2)[CH:36]=[N:37][CH:38]=1. The catalyst is [Cl-].C([N+]1C(C)=C(CCO)SC=1)C1C=CC=CC=1.C(O)C. The product is [C:8]([O:11][CH2:12][CH2:13][C:14]1[CH:15]=[CH:16][CH:17]=[C:18]2[C:22]=1[NH:21][CH:20]=[C:19]2[C:30](=[O:31])[CH:39]([C:35]1[CH:36]=[N:37][CH:38]=[C:33]([F:32])[CH:34]=1)[NH:40][C:41]1[CH:42]=[N:43][CH:44]=[C:45]([O:47][CH3:48])[CH:46]=1)(=[O:10])[CH3:9]. The yield is 0.550. (5) The reactants are C[O:2][C:3]([C:5]1[C:6]2[CH:7]=[CH:8][N:9]([NH:14][C:15]([C:17]3[C:18]([CH3:30])=[N:19][C:20]([C:23]4[CH:28]=[CH:27][CH:26]=[C:25]([F:29])[CH:24]=4)=[N:21][CH:22]=3)=[O:16])[C:10]=2[CH:11]=[CH:12][CH:13]=1)=[O:4].[Li+].[OH-]. The catalyst is CO.C1COCC1.O.O. The product is [F:29][C:25]1[CH:24]=[C:23]([C:20]2[N:19]=[C:18]([CH3:30])[C:17]([C:15]([NH:14][N:9]3[C:10]4[CH:11]=[CH:12][CH:13]=[C:5]([C:3]([OH:4])=[O:2])[C:6]=4[CH:7]=[CH:8]3)=[O:16])=[CH:22][N:21]=2)[CH:28]=[CH:27][CH:26]=1. The yield is 0.990. (6) The reactants are [C:1]([OH:7])(=[O:6])[CH2:2][C:3]([OH:5])=[O:4].[Cl:8][C:9]1[CH:14]=[C:13]([Cl:15])[CH:12]=[C:11]([Cl:16])[C:10]=1O.P(Cl)(Cl)(Cl)=O. No catalyst specified. The product is [Cl:8][C:9]1[CH:14]=[C:13]([Cl:15])[CH:12]=[C:11]([Cl:16])[C:10]=1[O:4][C:3](=[O:5])[CH2:2][C:1]([O:7][C:10]1[C:9]([Cl:8])=[CH:14][C:13]([Cl:15])=[CH:12][C:11]=1[Cl:16])=[O:6]. The yield is 0.950. (7) The product is [O:17]=[S:14]1(=[O:18])[CH2:15][CH2:16][CH:12]([NH:11][S:8]([C:5]2[CH:6]=[CH:7][C:2]([B:27]3[O:28][C:29]([CH3:31])([CH3:30])[C:25]([CH3:41])([CH3:24])[O:26]3)=[CH:3][CH:4]=2)(=[O:10])=[O:9])[CH2:13]1. The yield is 0.530. The reactants are Br[C:2]1[CH:7]=[CH:6][C:5]([S:8]([NH:11][CH:12]2[CH2:16][CH2:15][S:14](=[O:18])(=[O:17])[CH2:13]2)(=[O:10])=[O:9])=[CH:4][CH:3]=1.C([O-])(=O)C.[K+].[CH3:24][C:25]1([CH3:41])[C:29]([CH3:31])([CH3:30])[O:28][B:27]([B:27]2[O:28][C:29]([CH3:31])([CH3:30])[C:25]([CH3:41])([CH3:24])[O:26]2)[O:26]1. The catalyst is CN(C)C=O.O.C([O-])(=O)C.[Pd+2].C([O-])(=O)C. (8) The reactants are [NH2:1][C:2]1[CH:7]=[C:6]([C:8]([F:11])([F:10])[F:9])[CH:5]=[CH:4][C:3]=1[S:12]([NH:15][C:16]1[CH:17]=[CH:18][CH:19]=[C:20]2[C:25]=1[N:24]=[CH:23][CH:22]=[CH:21]2)(=[O:14])=[O:13].[C:26](Cl)(=[O:28])[CH3:27].CCN(C(C)C)C(C)C. No catalyst specified. The product is [N:24]1[C:25]2[C:20](=[CH:19][CH:18]=[CH:17][C:16]=2[NH:15][S:12]([C:3]2[CH:4]=[CH:5][C:6]([C:8]([F:9])([F:11])[F:10])=[CH:7][C:2]=2[NH:1][C:26](=[O:28])[CH3:27])(=[O:13])=[O:14])[CH:21]=[CH:22][CH:23]=1. The yield is 0.360.